This data is from Catalyst prediction with 721,799 reactions and 888 catalyst types from USPTO. The task is: Predict which catalyst facilitates the given reaction. Reactant: [F:1][C:2]1[CH:3]=[CH:4][C:5]([NH:13][CH:14]2[C:23]3[C:18](=[C:19]([O:27]C)[C:20]([CH:24]([CH3:26])[CH3:25])=[CH:21][CH:22]=3)[C:17]([CH3:30])([CH3:29])[CH2:16][C:15]2([C:32]([F:35])([F:34])[F:33])[OH:31])=[C:6]2[C:11]=1[N:10]=[C:9]([CH3:12])[N:8]=[CH:7]2.B(Br)(Br)Br. The catalyst class is: 4. Product: [F:1][C:2]1[CH:3]=[CH:4][C:5]([NH:13][CH:14]2[C:15]([C:32]([F:33])([F:35])[F:34])([OH:31])[CH2:16][C:17]([CH3:30])([CH3:29])[C:18]3[C:19]([OH:27])=[C:20]([CH:24]([CH3:26])[CH3:25])[CH:21]=[CH:22][C:23]2=3)=[C:6]2[C:11]=1[N:10]=[C:9]([CH3:12])[N:8]=[CH:7]2.